From a dataset of NCI-60 drug combinations with 297,098 pairs across 59 cell lines. Regression. Given two drug SMILES strings and cell line genomic features, predict the synergy score measuring deviation from expected non-interaction effect. (1) Synergy scores: CSS=4.28, Synergy_ZIP=-2.26, Synergy_Bliss=-8.50, Synergy_Loewe=-17.2, Synergy_HSA=-7.84. Cell line: SF-539. Drug 1: C1=CC(=CC=C1CCCC(=O)O)N(CCCl)CCCl. Drug 2: C1=CC=C(C(=C1)C(C2=CC=C(C=C2)Cl)C(Cl)Cl)Cl. (2) Cell line: UACC62. Drug 1: CC1=C(C(=CC=C1)Cl)NC(=O)C2=CN=C(S2)NC3=CC(=NC(=N3)C)N4CCN(CC4)CCO. Synergy scores: CSS=9.06, Synergy_ZIP=-2.30, Synergy_Bliss=1.73, Synergy_Loewe=-0.534, Synergy_HSA=2.49. Drug 2: C1=CN(C=N1)CC(O)(P(=O)(O)O)P(=O)(O)O. (3) Drug 1: CC1=C2C(C(=O)C3(C(CC4C(C3C(C(C2(C)C)(CC1OC(=O)C(C(C5=CC=CC=C5)NC(=O)OC(C)(C)C)O)O)OC(=O)C6=CC=CC=C6)(CO4)OC(=O)C)OC)C)OC. Drug 2: C1C(C(OC1N2C=NC(=NC2=O)N)CO)O. Cell line: ACHN. Synergy scores: CSS=42.5, Synergy_ZIP=0.774, Synergy_Bliss=1.38, Synergy_Loewe=-4.33, Synergy_HSA=5.36. (4) Drug 1: CC1=CC2C(CCC3(C2CCC3(C(=O)C)OC(=O)C)C)C4(C1=CC(=O)CC4)C. Drug 2: C1=CC(=CC=C1CC(C(=O)O)N)N(CCCl)CCCl.Cl. Cell line: HT29. Synergy scores: CSS=26.4, Synergy_ZIP=13.7, Synergy_Bliss=21.0, Synergy_Loewe=13.4, Synergy_HSA=16.5. (5) Drug 1: COC1=NC(=NC2=C1N=CN2C3C(C(C(O3)CO)O)O)N. Drug 2: CC1CCC2CC(C(=CC=CC=CC(CC(C(=O)C(C(C(=CC(C(=O)CC(OC(=O)C3CCCCN3C(=O)C(=O)C1(O2)O)C(C)CC4CCC(C(C4)OC)O)C)C)O)OC)C)C)C)OC. Cell line: IGROV1. Synergy scores: CSS=-5.15, Synergy_ZIP=2.53, Synergy_Bliss=-1.59, Synergy_Loewe=-9.21, Synergy_HSA=-7.34.